Dataset: Reaction yield outcomes from USPTO patents with 853,638 reactions. Task: Predict the reaction yield, written as a fraction of the theoretical maximum amount of product (1.0 means a 100% yield; for example, 0.34 means a 34% yield). (1) The reactants are Cl.[CH3:2][NH:3][C:4]1([C:8]([O:10][CH3:11])=[O:9])[CH2:7][CH2:6][CH2:5]1.C(O)(=O)C.[N:16]([O-])=O.[Na+].[F:20][C:21]1[C:28]([F:29])=[C:27]([O:30][CH2:31][CH2:32][N:33]2[CH2:38][CH2:37][O:36][CH2:35][CH2:34]2)[CH:26]=[CH:25][C:22]=1[CH:23]=O. The catalyst is O.[Zn].CO. The product is [F:20][C:21]1[C:28]([F:29])=[C:27]([O:30][CH2:31][CH2:32][N:33]2[CH2:38][CH2:37][O:36][CH2:35][CH2:34]2)[CH:26]=[CH:25][C:22]=1[CH:23]=[N:16][N:3]([CH3:2])[C:4]1([C:8]([O:10][CH3:11])=[O:9])[CH2:7][CH2:6][CH2:5]1. The yield is 0.820. (2) The reactants are [C:1]([C:4]1[CH:9]=[C:8]([O:10][C:11]2[CH:16]=[CH:15][C:14]([NH:17][C:18]3[C:23]([C:24]([O-])=[O:25])=[CH:22][N:21]=[C:20]([S:27][CH3:28])[N:19]=3)=[CH:13][C:12]=2[F:29])[CH:7]=[CH:6][N:5]=1)(=[O:3])[NH2:2].[Na+].S(Cl)([Cl:33])=O.[F:35][C:36]1[CH:42]=[C:41]([F:43])[CH:40]=[CH:39][C:37]=1[NH2:38].Cl. The catalyst is C1C=CC=CC=1.O. The product is [ClH:33].[C:1]([C:4]1[CH:9]=[C:8]([O:10][C:11]2[CH:16]=[CH:15][C:14]([NH:17][C:18]3[C:23]([C:24]([NH:38][C:37]4[CH:39]=[CH:40][C:41]([F:43])=[CH:42][C:36]=4[F:35])=[O:25])=[CH:22][N:21]=[C:20]([S:27][CH3:28])[N:19]=3)=[CH:13][C:12]=2[F:29])[CH:7]=[CH:6][N:5]=1)(=[O:3])[NH2:2]. The yield is 0.450.